The task is: Regression. Given a peptide amino acid sequence and an MHC pseudo amino acid sequence, predict their binding affinity value. This is MHC class I binding data.. This data is from Peptide-MHC class I binding affinity with 185,985 pairs from IEDB/IMGT. The peptide sequence is TSQVPKLLLW. The MHC is Mamu-B17 with pseudo-sequence Mamu-B17. The binding affinity (normalized) is 0.191.